Dataset: Catalyst prediction with 721,799 reactions and 888 catalyst types from USPTO. Task: Predict which catalyst facilitates the given reaction. (1) Reactant: [H-].[Na+].[CH3:3][O:4][C:5]1[CH:6]=[CH:7][C:8]([N+:12]([O-:14])=[O:13])=[C:9]([CH:11]=1)[NH2:10].[C:15](O[C:15]([O:17][C:18]([CH3:21])([CH3:20])[CH3:19])=[O:16])([O:17][C:18]([CH3:21])([CH3:20])[CH3:19])=[O:16].S(OC)(O[CH3:34])(=O)=O. Product: [C:18]([O:17][C:15]([N:10]([CH3:34])[C:9]1[CH:11]=[C:5]([O:4][CH3:3])[CH:6]=[CH:7][C:8]=1[N+:12]([O-:14])=[O:13])=[O:16])([CH3:21])([CH3:20])[CH3:19]. The catalyst class is: 207. (2) Reactant: C[O:2][C:3]1[C:12]([C:13]2[S:14][CH:15]=[CH:16][CH:17]=2)=[CH:11][C:10]2[N:9]=[C:8]([C:18]3[CH:23]=[CH:22][CH:21]=[CH:20][CH:19]=3)[CH:7]=[N:6][C:5]=2[C:4]=1[C:24]([O:26]C)=[O:25].B(Br)(Br)Br. Product: [OH:2][C:3]1[C:12]([C:13]2[S:14][CH:15]=[CH:16][CH:17]=2)=[CH:11][C:10]2[N:9]=[C:8]([C:18]3[CH:23]=[CH:22][CH:21]=[CH:20][CH:19]=3)[CH:7]=[N:6][C:5]=2[C:4]=1[C:24]([OH:26])=[O:25]. The catalyst class is: 4. (3) Reactant: [CH:1]([O:4][C:5]1[C:6]2[CH:17]=[CH:16][CH:15]=[CH:14][C:7]=2[S:8][C:9]=1[C:10]([O:12]C)=[O:11])([CH3:3])[CH3:2].O.[OH-].[Li+].O. Product: [CH:1]([O:4][C:5]1[C:6]2[CH:17]=[CH:16][CH:15]=[CH:14][C:7]=2[S:8][C:9]=1[C:10]([OH:12])=[O:11])([CH3:3])[CH3:2]. The catalyst class is: 5. (4) Reactant: Cl.[CH3:2][O:3][C:4](=[O:17])[C@H:5]([CH2:7][C:8]1[CH:13]=[CH:12][C:11]([N+:14]([O-:16])=[O:15])=[CH:10][CH:9]=1)[NH2:6].[CH3:18][S:19][CH2:20][CH2:21][CH2:22][CH2:23][C:24]1([C:29](O)=[O:30])[CH2:28][CH2:27][CH2:26][CH2:25]1.CN(C(ON1N=NC2C=CC=CC1=2)=[N+](C)C)C.F[P-](F)(F)(F)(F)F.C(N(C(C)C)CC)(C)C. Product: [CH3:2][O:3][C:4](=[O:17])[C@H:5]([CH2:7][C:8]1[CH:13]=[CH:12][C:11]([N+:14]([O-:16])=[O:15])=[CH:10][CH:9]=1)[NH:6][C:29]([C:24]1([CH2:23][CH2:22][CH2:21][CH2:20][S:19][CH3:18])[CH2:28][CH2:27][CH2:26][CH2:25]1)=[O:30]. The catalyst class is: 39. (5) Reactant: C[O:2][C:3]1[CH:4]=[C:5]2[C:9](=[CH:10][CH:11]=1)[NH:8][C:7](=[O:12])[CH2:6]2.[C:13](Cl)(=[O:15])[CH3:14].[Al+3].[Cl-].[Cl-].[Cl-]. Product: [C:13]([C:11]1[CH:10]=[C:9]2[C:5]([CH2:6][C:7](=[O:12])[NH:8]2)=[CH:4][C:3]=1[OH:2])(=[O:15])[CH3:14]. The catalyst class is: 26.